Dataset: Full USPTO retrosynthesis dataset with 1.9M reactions from patents (1976-2016). Task: Predict the reactants needed to synthesize the given product. (1) Given the product [F:13][C:11]([C:9]1[CH:8]=[N:7][N:6]2[C:2]([C:19]3[CH:20]=[CH:21][C:16]([F:15])=[C:17]([C:31]4[CH:32]=[N:33][CH:34]=[CH:35][CH:36]=4)[CH:18]=3)=[CH:3][N:4]=[C:5]2[N:10]=1)([F:14])[CH3:12], predict the reactants needed to synthesize it. The reactants are: Br[C:2]1[N:6]2[N:7]=[CH:8][C:9]([C:11]([F:14])([F:13])[CH3:12])=[N:10][C:5]2=[N:4][CH:3]=1.[F:15][C:16]1[CH:21]=[CH:20][C:19](B2OC(C)(C)C(C)(C)O2)=[CH:18][C:17]=1[C:31]1[CH:32]=[N:33][CH:34]=[CH:35][CH:36]=1. (2) Given the product [OH:6][CH2:4][CH:3]([C:2]1[N:19]([C:13]2[CH:14]=[CH:15][CH:16]=[CH:17][CH:18]=2)[C:20](=[S:23])[NH:21][N:22]=1)[C:7]1[CH:12]=[CH:11][CH:10]=[CH:9][CH:8]=1, predict the reactants needed to synthesize it. The reactants are: O[CH2:2][CH:3]([C:7]1[CH:12]=[CH:11][CH:10]=[CH:9][CH:8]=1)[C:4]([OH:6])=O.[C:13]1([NH:19][C:20](=[S:23])[NH:21][NH2:22])[CH:18]=[CH:17][CH:16]=[CH:15][CH:14]=1.Cl. (3) Given the product [C:16]([O:20][C:21](=[O:30])[C:22]1[CH:23]=[CH:24][C:25]([CH2:28][N:7]2[C:6](=[O:12])[C:5]3[C:10](=[CH:11][C:2]([F:1])=[C:3]([N+:13]([O-:15])=[O:14])[CH:4]=3)[N:9]=[CH:8]2)=[CH:26][CH:27]=1)([CH3:19])([CH3:18])[CH3:17], predict the reactants needed to synthesize it. The reactants are: [F:1][C:2]1[CH:11]=[C:10]2[C:5]([C:6](=[O:12])[NH:7][CH:8]=[N:9]2)=[CH:4][C:3]=1[N+:13]([O-:15])=[O:14].[C:16]([O:20][C:21](=[O:30])[C:22]1[CH:27]=[CH:26][C:25]([CH2:28]Br)=[CH:24][CH:23]=1)([CH3:19])([CH3:18])[CH3:17]. (4) Given the product [Cl:17][C:18]1[S:22][C:14]([CH2:13][O:12][C:8]2[CH:9]=[N:10][C:11]3[C:6]([CH:7]=2)=[CH:5][CH:4]=[N:3][C:2]=3[Cl:1])=[N:20][CH:19]=1, predict the reactants needed to synthesize it. The reactants are: [Cl:1][C:2]1[N:3]=[CH:4][CH:5]=[C:6]2[C:11]=1[N:10]=[CH:9][C:8]([O:12][CH2:13][CH:14]1CC1)=[CH:7]2.[Cl:17][C:18]1[S:22]C(CO)=[N:20][CH:19]=1.ClC1N=CC=C2C=1N=CC(O)=C2. (5) Given the product [ClH:25].[CH3:24][O:23][CH2:22][C:20]1[S:19][C:18]2[C:14]([CH:11]3[CH2:10][CH2:9][NH:8][CH2:13][CH2:12]3)=[N:15][O:16][C:17]=2[CH:21]=1, predict the reactants needed to synthesize it. The reactants are: C(OC([N:8]1[CH2:13][CH2:12][CH:11]([C:14]2[C:18]3[S:19][C:20]([CH2:22][O:23][CH3:24])=[CH:21][C:17]=3[O:16][N:15]=2)[CH2:10][CH2:9]1)=O)(C)(C)C.[ClH:25].